This data is from Catalyst prediction with 721,799 reactions and 888 catalyst types from USPTO. The task is: Predict which catalyst facilitates the given reaction. (1) Reactant: [NH2:1][C@@H:2]([C:5]1[CH:10]=[CH:9][CH:8]=[CH:7][CH:6]=1)[CH2:3][OH:4].[CH2:11]1[N:16]([C:17]([C:19]2[CH:24]=[CH:23][C:22]([S:25](Cl)(=[O:27])=[O:26])=[CH:21][CH:20]=2)=[O:18])[CH2:15][CH2:14][N:13]2[CH2:29][CH2:30][CH2:31][C@H:12]12.C(=O)([O-])[O-].[Na+].[Na+].CO. Product: [CH2:11]1[N:16]([C:17]([C:19]2[CH:20]=[CH:21][C:22]([S:25]([NH:1][C@@H:2]([C:5]3[CH:10]=[CH:9][CH:8]=[CH:7][CH:6]=3)[CH2:3][OH:4])(=[O:27])=[O:26])=[CH:23][CH:24]=2)=[O:18])[CH2:15][CH2:14][N:13]2[CH2:29][CH2:30][CH2:31][C@H:12]12. The catalyst class is: 120. (2) Reactant: [CH:1]1([C:7]2[CH:21]=[CH:20][C:10]([O:11][CH2:12][C:13]3([CH3:19])[O:17][C:16](=[NH:18])[NH:15][CH2:14]3)=[CH:9][CH:8]=2)[CH2:6][CH2:5][CH2:4][CH2:3][CH2:2]1.[C:22](OCC)(=[O:25])[C:23]#[CH:24].C(O)C. Product: [CH:1]1([C:7]2[CH:21]=[CH:20][C:10]([O:11][CH2:12][C:13]3([CH3:19])[O:17][C:16]4=[N:18][C:22](=[O:25])[CH:23]=[CH:24][N:15]4[CH2:14]3)=[CH:9][CH:8]=2)[CH2:2][CH2:3][CH2:4][CH2:5][CH2:6]1. The catalyst class is: 107. (3) Reactant: [H-].[Na+].[I-].[CH3:4][S+](C)(C)=O.[CH3:9][C:10]([S:13](/[N:15]=[CH:16]/[C:17]1[CH:22]=[CH:21][C:20]([S:23]([CH2:26][CH2:27][CH3:28])(=[O:25])=[O:24])=[CH:19][CH:18]=1)=[O:14])([CH3:12])[CH3:11]. The catalyst class is: 16. Product: [C:10]([S:13]([N:15]1[CH2:4][CH:16]1[C:17]1[CH:18]=[CH:19][C:20]([S:23]([CH2:26][CH2:27][CH3:28])(=[O:25])=[O:24])=[CH:21][CH:22]=1)=[O:14])([CH3:9])([CH3:11])[CH3:12]. (4) Reactant: Cl[CH2:2][CH2:3][O:4][C:5]1[CH:10]=[CH:9][CH:8]=[CH:7][C:6]=1[C:11]1([NH:14][C:15]2[C:16](=[O:34])[N:17]([C:21]3[CH:22]=[C:23]([CH:30]=[CH:31][C:32]=3[CH3:33])[C:24]([NH:26][CH:27]3[CH2:29][CH2:28]3)=[O:25])[CH:18]=[CH:19][N:20]=2)[CH2:13][CH2:12]1.[NH2:35][CH2:36][C@@H:37]([OH:39])[CH3:38]. Product: [CH:27]1([NH:26][C:24](=[O:25])[C:23]2[CH:30]=[CH:31][C:32]([CH3:33])=[C:21]([N:17]3[CH:18]=[CH:19][N:20]=[C:15]([NH:14][C:11]4([C:6]5[CH:7]=[CH:8][CH:9]=[CH:10][C:5]=5[O:4][CH2:3][CH2:2][NH:35][CH2:36][C@@H:37]([OH:39])[CH3:38])[CH2:13][CH2:12]4)[C:16]3=[O:34])[CH:22]=2)[CH2:29][CH2:28]1. The catalyst class is: 12. (5) Reactant: C([N:8]1[CH2:13][CH2:12][CH:11]([C:14]([N:16]2[CH2:21][CH:20]([CH3:22])[NH:19][CH:18]([CH3:23])[CH2:17]2)=[O:15])[CH2:10][CH2:9]1)C1C=CC=CC=1. Product: [CH3:22][CH:20]1[NH:19][CH:18]([CH3:23])[CH2:17][N:16]([C:14]([CH:11]2[CH2:12][CH2:13][NH:8][CH2:9][CH2:10]2)=[O:15])[CH2:21]1. The catalyst class is: 5. (6) Reactant: [O:1]1[C:10]2[CH:9]=[C:8]([CH2:11][NH:12][C@H:13]3[CH2:18][N:17](C(OC(C)(C)C)=O)[C@H:16]([C:26]([NH:28][C:29]4[C:38]5[C:33](=[CH:34][CH:35]=[C:36]([O:39][CH3:40])[N:37]=5)[N:32]=[CH:31][CH:30]=4)=[O:27])[CH2:15][CH2:14]3)[N:7]=[CH:6][C:5]=2[O:4][CH2:3][CH2:2]1.FC(F)(F)C(O)=O. Product: [O:1]1[C:10]2[CH:9]=[C:8]([CH2:11][NH:12][C@H:13]3[CH2:18][NH:17][C@H:16]([C:26]([NH:28][C:29]4[C:38]5[C:33](=[CH:34][CH:35]=[C:36]([O:39][CH3:40])[N:37]=5)[N:32]=[CH:31][CH:30]=4)=[O:27])[CH2:15][CH2:14]3)[N:7]=[CH:6][C:5]=2[O:4][CH2:3][CH2:2]1. The catalyst class is: 4. (7) Product: [Br:1][C:2]1[C:3]([NH:10][CH2:11][CH3:12])=[C:4]([NH:9][C:16](=[O:17])[CH2:15][C:13]#[N:14])[C:5]([Cl:8])=[N:6][CH:7]=1. The catalyst class is: 3. Reactant: [Br:1][C:2]1[C:3]([NH:10][CH2:11][CH3:12])=[C:4]([NH2:9])[C:5]([Cl:8])=[N:6][CH:7]=1.[C:13]([CH2:15][C:16](O)=[O:17])#[N:14].CN1CCOCC1.CCN=C=NCCCN(C)C.Cl. (8) Reactant: [OH:1][CH:2]1[CH2:7][CH2:6][CH:5]([C:8]([O:10][CH2:11][CH3:12])=[O:9])[CH2:4][CH2:3]1.N1C=CN=C1.[C:18]([Si:22](Cl)([C:29]1[CH:34]=[CH:33][CH:32]=[CH:31][CH:30]=1)[C:23]1[CH:28]=[CH:27][CH:26]=[CH:25][CH:24]=1)([CH3:21])([CH3:20])[CH3:19].O. Product: [CH2:11]([O:10][C:8]([CH:5]1[CH2:4][CH2:3][CH:2]([O:1][Si:22]([C:18]([CH3:21])([CH3:20])[CH3:19])([C:29]2[CH:30]=[CH:31][CH:32]=[CH:33][CH:34]=2)[C:23]2[CH:28]=[CH:27][CH:26]=[CH:25][CH:24]=2)[CH2:7][CH2:6]1)=[O:9])[CH3:12]. The catalyst class is: 4. (9) Reactant: [Na].[C:2]([C:4]1[C:9](=[S:10])[NH:8][C:7]([C:11]2[CH:16]=[CH:15][C:14]([O:17][CH3:18])=[CH:13][CH:12]=2)=[C:6]([C:19]([O:21][CH2:22][CH3:23])=[O:20])[C:5]=1[C:24]1[CH:29]=[CH:28][CH:27]=[CH:26][C:25]=1[N+:30]([O-:32])=[O:31])#[N:3].[CH3:33]I. Product: [C:2]([C:4]1[C:9]([S:10][CH3:33])=[N:8][C:7]([C:11]2[CH:12]=[CH:13][C:14]([O:17][CH3:18])=[CH:15][CH:16]=2)=[C:6]([C:5]=1[C:24]1[CH:29]=[CH:28][CH:27]=[CH:26][C:25]=1[N+:30]([O-:32])=[O:31])[C:19]([O:21][CH2:22][CH3:23])=[O:20])#[N:3]. The catalyst class is: 5. (10) Reactant: [F:1][C:2]1[C:10]([F:11])=[CH:9][C:8]([N+:12]([O-:14])=[O:13])=[CH:7][C:3]=1[C:4](O)=[O:5].CO. The catalyst class is: 56. Product: [F:1][C:2]1[C:10]([F:11])=[CH:9][C:8]([N+:12]([O-:14])=[O:13])=[CH:7][C:3]=1[CH2:4][OH:5].